From a dataset of Reaction yield outcomes from USPTO patents with 853,638 reactions. Predict the reaction yield, written as a fraction of the theoretical maximum amount of product (1.0 means a 100% yield; for example, 0.34 means a 34% yield). (1) The reactants are [C:1]([O:8][CH3:9])(=[O:7])[CH2:2][C:3]([O:5][CH3:6])=[O:4].C([O-])([O-])=O.[K+].[K+].F[C:17]1[CH:22]=[CH:21][C:20]([N+:23]([O-:25])=[O:24])=[CH:19][CH:18]=1. The catalyst is CN(C=O)C.O. The product is [N+:23]([C:20]1[CH:21]=[CH:22][C:17]([CH:2]([C:1]([O:8][CH3:9])=[O:7])[C:3]([O:5][CH3:6])=[O:4])=[CH:18][CH:19]=1)([O-:25])=[O:24]. The yield is 0.780. (2) The reactants are [NH2:1][C:2]1[CH:15]=[CH:14][C:13]2[C:12]3[C:7](=[CH:8][CH:9]=[CH:10][CH:11]=3)[CH:6]=[CH:5][C:4]=2[CH:3]=1.[BrH:16].O.N. The catalyst is O. The product is [NH2:1][C:2]1[CH:15]=[CH:14][C:13]2[C:12]3[C:7](=[CH:8][CH:9]=[CH:10][CH:11]=3)[CH:6]=[CH:5][C:4]=2[C:3]=1[Br:16]. The yield is 0.900.